From a dataset of Full USPTO retrosynthesis dataset with 1.9M reactions from patents (1976-2016). Predict the reactants needed to synthesize the given product. (1) The reactants are: [CH3:1]C(C)([O-])C.[K+].[CH:7]([C:9]1[CH:10]=[CH:11][CH:12]=[C:13]2[C:17]=1[NH:16][CH:15]=[CH:14]2)=O. Given the product [CH:7]([C:9]1[CH:10]=[CH:11][CH:12]=[C:13]2[C:17]=1[NH:16][CH:15]=[CH:14]2)=[CH2:1], predict the reactants needed to synthesize it. (2) Given the product [OH:28][CH2:27][CH2:29][NH:30][C:4]([C:6]1[C:7]2[S:15][CH:14]=[C:13]([CH2:16][O:17][C:18]3[C:19]([F:26])=[CH:20][C:21]([Br:25])=[CH:22][C:23]=3[F:24])[C:8]=2[C:9]([NH2:12])=[N:10][CH:11]=1)=[O:5], predict the reactants needed to synthesize it. The reactants are: C(O[C:4]([C:6]1[C:7]2[S:15][CH:14]=[C:13]([CH2:16][O:17][C:18]3[C:23]([F:24])=[CH:22][C:21]([Br:25])=[CH:20][C:19]=3[F:26])[C:8]=2[C:9]([NH2:12])=[N:10][CH:11]=1)=[O:5])C.[CH2:27]([CH2:29][NH2:30])[OH:28]. (3) Given the product [S:16]([N:2]1[CH2:7][CH2:6][C:5](=[O:8])[CH2:4][CH2:3]1)([C:13]1[CH:14]=[CH:15][C:10]([CH3:9])=[CH:11][CH:12]=1)(=[O:18])=[O:17], predict the reactants needed to synthesize it. The reactants are: Cl.[NH:2]1[CH2:7][CH2:6][C:5](=[O:8])[CH2:4][CH2:3]1.[CH3:9][C:10]1[CH:15]=[CH:14][C:13]([S:16](Cl)(=[O:18])=[O:17])=[CH:12][CH:11]=1.C(=O)([O-])[O-].[K+].[K+]. (4) Given the product [F:33][C:2]1([F:1])[O:6][C:5]2[CH:7]=[CH:8][C:9]([C:11]3([C:14]([NH:16][C:17]4[CH:18]=[C:19]([CH3:32])[CH:20]=[C:21]([C:23]5[C:28]([CH3:29])=[CH:27][C:26](=[O:30])[NH:25][CH:24]=5)[N:22]=4)=[O:15])[CH2:13][CH2:12]3)=[CH:10][C:4]=2[O:3]1, predict the reactants needed to synthesize it. The reactants are: [F:1][C:2]1([F:33])[O:6][C:5]2[CH:7]=[CH:8][C:9]([C:11]3([C:14]([NH:16][C:17]4[N:22]=[C:21]([C:23]5[CH:24]=[N:25][C:26]([O:30]C)=[CH:27][C:28]=5[CH3:29])[CH:20]=[C:19]([CH3:32])[CH:18]=4)=[O:15])[CH2:13][CH2:12]3)=[CH:10][C:4]=2[O:3]1.Cl. (5) Given the product [ClH:12].[Cl:12][C:13]1[CH:18]=[CH:17][C:16]([C:2]2[CH:3]=[C:4]([CH:9]=[CH:10][N:11]=2)[C:5]([O:7][CH3:8])=[O:6])=[CH:15][CH:14]=1, predict the reactants needed to synthesize it. The reactants are: Br[C:2]1[CH:3]=[C:4]([CH:9]=[CH:10][N:11]=1)[C:5]([O:7][CH3:8])=[O:6].[Cl:12][C:13]1[CH:18]=[CH:17][C:16](B(O)O)=[CH:15][CH:14]=1.C(=O)([O-])[O-].[K+].[K+].Cl. (6) Given the product [CH3:22][C:20]([O:23][C:24]1[CH:29]=[CH:28][C:27]([O:30][C:31]2[CH:36]=[CH:35][CH:34]=[C:33]([CH2:37][NH:38][C:5](=[O:7])[C:4]3[CH:8]=[CH:9][C:10]([C:12]([F:15])([F:14])[F:13])=[CH:11][C:3]=3[S:2][CH3:1])[CH:32]=2)=[CH:26][C:25]=1[CH3:39])([CH3:21])[C:19]([OH:41])=[O:18], predict the reactants needed to synthesize it. The reactants are: [CH3:1][S:2][C:3]1[CH:11]=[C:10]([C:12]([F:15])([F:14])[F:13])[CH:9]=[CH:8][C:4]=1[C:5]([OH:7])=O.C([O:18][C:19](=[O:41])[C:20]([O:23][C:24]1[CH:29]=[CH:28][C:27]([O:30][C:31]2[CH:36]=[CH:35][CH:34]=[C:33]([CH2:37][NH2:38])[CH:32]=2)=[CH:26][C:25]=1[CH2:39]C)([CH3:22])[CH3:21])C.